From a dataset of Catalyst prediction with 721,799 reactions and 888 catalyst types from USPTO. Predict which catalyst facilitates the given reaction. (1) Reactant: CS(O[CH2:6][CH2:7][N:8]1[C:16]2[CH2:15][CH2:14][C:13]3[C:17]4[C:23]([NH:24][C:25]5[CH:30]=[CH:29][C:28]([F:31])=[C:27]([Cl:32])[CH:26]=5)=[N:22][CH:21]=[N:20][C:18]=4[S:19][C:12]=3[C:11]=2[CH:10]=[N:9]1)(=O)=O.[NH:33]1[CH2:38][CH2:37][NH:36][CH2:35][CH2:34]1.C(N(C(C)C)CC)(C)C. Product: [Cl:32][C:27]1[CH:26]=[C:25]([NH:24][C:23]2[N:22]=[CH:21][N:20]=[C:18]3[S:19][C:12]4[C:11]5[CH:10]=[N:9][N:8]([CH2:7][CH2:6][N:33]6[CH2:38][CH2:37][NH:36][CH2:35][CH2:34]6)[C:16]=5[CH2:15][CH2:14][C:13]=4[C:17]=23)[CH:30]=[CH:29][C:28]=1[F:31]. The catalyst class is: 18. (2) Reactant: COC1C=CC(C[N:8]2[C:12](=[O:13])[C:11]3([CH2:25][C:16]4=[N:17][CH:18]=[C:19]([C:21]([O:23][CH3:24])=[O:22])[CH:20]=[C:15]4[CH2:14]3)[N:10]([CH3:26])[C:9]2=[O:27])=CC=1. Product: [CH3:26][N:10]1[C:11]2([CH2:25][C:16]3=[N:17][CH:18]=[C:19]([C:21]([O:23][CH3:24])=[O:22])[CH:20]=[C:15]3[CH2:14]2)[C:12](=[O:13])[NH:8][C:9]1=[O:27]. The catalyst class is: 47. (3) Reactant: [H-].[Na+].[CH3:3][C:4]([O:8][CH:9]1[CH2:14][CH2:13][CH2:12][CH2:11][O:10]1)([CH3:7])[CH2:5][OH:6].[I:15][C:16]1[CH:23]=[CH:22][C:19]([CH2:20]Br)=[CH:18][CH:17]=1.Cl. Product: [I:15][C:16]1[CH:23]=[CH:22][C:19]([CH2:20][O:6][CH2:5][C:4]([CH3:3])([CH3:7])[O:8][CH:9]2[CH2:14][CH2:13][CH2:12][CH2:11][O:10]2)=[CH:18][CH:17]=1. The catalyst class is: 288. (4) Reactant: Cl.[Cl:2][C:3]1[CH:4]=[C:5]([NH:11]C(=O)OC(C)(C)C)[CH:6]=[C:7]([F:10])[C:8]=1[F:9]. Product: [Cl:2][C:3]1[CH:4]=[C:5]([CH:6]=[C:7]([F:10])[C:8]=1[F:9])[NH2:11]. The catalyst class is: 4. (5) Reactant: [Cl:1][C:2]1[N:10]=[C:9]([CH3:11])[N:8]=[C:7]2[C:3]=1[NH:4][C:5](=[O:23])[N:6]2[C:12]1[CH:17]=[CH:16][C:15]([CH:18]([CH3:20])[CH3:19])=[CH:14][C:13]=1[S:21][CH3:22].[H-].[Na+].Br[CH2:27][C:28]([O:30][CH2:31][CH3:32])=[O:29].O. Product: [Cl:1][C:2]1[N:10]=[C:9]([CH3:11])[N:8]=[C:7]2[C:3]=1[N:4]([CH2:27][C:28]([O:30][CH2:31][CH3:32])=[O:29])[C:5](=[O:23])[N:6]2[C:12]1[CH:17]=[CH:16][C:15]([CH:18]([CH3:20])[CH3:19])=[CH:14][C:13]=1[S:21][CH3:22]. The catalyst class is: 9. (6) Reactant: [F:1][C:2]1[C:10]([CH3:11])=[CH:9][C:5]([C:6]([OH:8])=O)=[CH:4][N:3]=1.C(Cl)Cl.N1C=CC=CC=1.O[NH:22][C:23](=[NH:32])[C:24]1[CH:29]=[CH:28][C:27]([O:30][CH3:31])=[CH:26][CH:25]=1. Product: [F:1][C:2]1[C:10]([CH3:11])=[CH:9][C:5]([C:6]2[O:8][N:32]=[C:23]([C:24]3[CH:29]=[CH:28][C:27]([O:30][CH3:31])=[CH:26][CH:25]=3)[N:22]=2)=[CH:4][N:3]=1. The catalyst class is: 2. (7) Reactant: [Cl:1][C:2]1[C:7]2[S:8][CH:9]=[CH:10][C:6]=2[CH:5]=[CH:4][CH:3]=1.[B:11](OC(C)C)([O:16]C(C)C)[O:12]C(C)C.[Cl-].[NH4+]. Product: [Cl:1][C:2]1[C:7]2[S:8][C:9]([B:11]([OH:16])[OH:12])=[CH:10][C:6]=2[CH:5]=[CH:4][CH:3]=1. The catalyst class is: 1.